This data is from Catalyst prediction with 721,799 reactions and 888 catalyst types from USPTO. The task is: Predict which catalyst facilitates the given reaction. (1) Reactant: [NH2:1][C@H:2]1[CH2:7][CH2:6][C@H:5]([NH:8][C:9](=[O:15])[O:10][C:11]([CH3:14])([CH3:13])[CH3:12])[CH2:4][CH2:3]1.Cl[C:17]1[CH:22]=[CH:21][CH:20]=[CH:19][C:18]=1[N+:23]([O-:25])=[O:24].C([O-])([O-])=O.[K+].[K+]. Product: [N+:23]([C:18]1[CH:19]=[CH:20][CH:21]=[CH:22][C:17]=1[NH:1][C@H:2]1[CH2:7][CH2:6][C@H:5]([NH:8][C:9](=[O:15])[O:10][C:11]([CH3:12])([CH3:14])[CH3:13])[CH2:4][CH2:3]1)([O-:25])=[O:24]. The catalyst class is: 31. (2) Reactant: [C:1]([O:5][C:6]([N:8]1[CH2:12][CH2:11][CH2:10][C@H:9]1[CH:13]([O:22][C:23]1[CH:24]=[C:25]2[C:29](=[CH:30][CH:31]=1)[NH:28][C:27]([CH2:32][C:33]([C:36]([O:38]CC)=[O:37])([CH3:35])[CH3:34])=[C:26]2[S:41][C:42]([CH3:45])([CH3:44])[CH3:43])[CH2:14][C:15]1[CH:20]=[CH:19][C:18]([Cl:21])=[CH:17][CH:16]=1)=[O:7])([CH3:4])([CH3:3])[CH3:2].C1COCC1.[OH-].[Li+].C(O)(=O)CC(CC(O)=O)(C(O)=O)O. Product: [C:1]([O:5][C:6]([N:8]1[CH2:12][CH2:11][CH2:10][C@H:9]1[CH:13]([O:22][C:23]1[CH:24]=[C:25]2[C:29](=[CH:30][CH:31]=1)[NH:28][C:27]([CH2:32][C:33]([C:36]([OH:38])=[O:37])([CH3:34])[CH3:35])=[C:26]2[S:41][C:42]([CH3:45])([CH3:44])[CH3:43])[CH2:14][C:15]1[CH:20]=[CH:19][C:18]([Cl:21])=[CH:17][CH:16]=1)=[O:7])([CH3:2])([CH3:3])[CH3:4]. The catalyst class is: 24. (3) Reactant: C([N:4]([S:34]([CH2:37][C:38]1[CH:43]=[CH:42][CH:41]=[CH:40][CH:39]=1)(=[O:36])=[O:35])[C:5]([CH:7]1[CH2:12][CH2:11][N:10]([C:13]2[C:23]([C:24]#[N:25])=[CH:22][C:16]([C:17]([O:19][CH2:20][CH3:21])=[O:18])=[C:15]([O:26]S(C(F)(F)F)(=O)=O)[N:14]=2)[CH2:9][CH2:8]1)=[O:6])C=C.CC1(C)C2C(=C(P(C3C=CC=CC=3)C3C=CC=CC=3)C=CC=2)OC2C(P(C3C=CC=CC=3)C3C=CC=CC=3)=CC=CC1=2.O[CH2:87][C:88]([NH2:90])=[O:89].CCN(C(C)C)C(C)C.C([O-])(O)=O.[Na+]. Product: [NH2:90][C:88](=[O:89])[CH2:87][O:26][C:15]1[N:14]=[C:13]([N:10]2[CH2:9][CH2:8][CH:7]([C:5](=[O:6])[NH:4][S:34]([CH2:37][C:38]3[CH:39]=[CH:40][CH:41]=[CH:42][CH:43]=3)(=[O:36])=[O:35])[CH2:12][CH2:11]2)[C:23]([C:24]#[N:25])=[CH:22][C:16]=1[C:17]([O:19][CH2:20][CH3:21])=[O:18]. The catalyst class is: 102. (4) Reactant: Cl[C:2]1[C:3]2[N:10]([CH3:11])[CH:9]=[CH:8][C:4]=2[N:5]=[CH:6][N:7]=1.[NH2:12][C:13]1[CH:30]=[CH:29][C:16]([O:17][C:18]2[C:23]3[CH:24]=[C:25]([C:27]#[N:28])[O:26][C:22]=3[CH:21]=[CH:20][CH:19]=2)=[C:15]([Cl:31])[CH:14]=1.C(=O)([O-])O.[Na+]. Product: [Cl:31][C:15]1[CH:14]=[C:13]([NH:12][C:2]2[C:3]3[N:10]([CH3:11])[CH:9]=[CH:8][C:4]=3[N:5]=[CH:6][N:7]=2)[CH:30]=[CH:29][C:16]=1[O:17][C:18]1[C:23]2[CH:24]=[C:25]([C:27]#[N:28])[O:26][C:22]=2[CH:21]=[CH:20][CH:19]=1. The catalyst class is: 32. (5) Reactant: C[O:2][C:3]([C:5]1[CH2:10][CH:9]([CH2:11][CH2:12][O:13][CH2:14][C:15]2[CH:20]=[CH:19][CH:18]=[CH:17][CH:16]=2)[CH2:8][CH2:7][CH:6]=1)=O.CC(C[AlH]CC(C)C)C. Product: [CH2:14]([O:13][CH2:12][CH2:11][CH:9]1[CH2:10][C:5]([CH2:3][OH:2])=[CH:6][CH2:7][CH2:8]1)[C:15]1[CH:20]=[CH:19][CH:18]=[CH:17][CH:16]=1. The catalyst class is: 1.